Dataset: Full USPTO retrosynthesis dataset with 1.9M reactions from patents (1976-2016). Task: Predict the reactants needed to synthesize the given product. Given the product [S:1]1[C:28]2[CH:29]=[CH:30][C:31]([C:34]([C:39]3[C:47]4[C:42](=[C:43]([CH2:48][S:49]([CH3:52])(=[O:51])=[O:50])[CH:44]=[CH:45][CH:46]=4)[NH:41][CH:40]=3)([CH:36]3[CH2:37][CH2:38]3)[CH3:35])=[CH:32][C:33]=2[CH:3]=[CH:2]1, predict the reactants needed to synthesize it. The reactants are: [S:1]1C2C=CC(C(C3C4C(=C(CSC)C=CC=4)NC=3)(C3CC3)C)=CC=2[CH:3]=[CH:2]1.Cl[C:28]1[CH:33]=[CH:32][C:31]([C:34]([C:39]2[C:47]3[C:42](=[C:43]([CH2:48][S:49]([CH3:52])(=[O:51])=[O:50])[CH:44]=[CH:45][CH:46]=3)[NH:41][CH:40]=2)([CH:36]2[CH2:38][CH2:37]2)[CH3:35])=[CH:30][CH:29]=1.